Dataset: Catalyst prediction with 721,799 reactions and 888 catalyst types from USPTO. Task: Predict which catalyst facilitates the given reaction. (1) The catalyst class is: 5. Reactant: [C:1]([O:5][C@@H:6]([C:12]1[C:40]([CH3:41])=[N:39][C:38]2=[CH:42][C:35]3=[N:36][N:37]2[C:13]=1[N:14]1[CH2:45][CH2:44][C:17]([CH3:46])([O:18][CH2:19][CH:20]=[CH:21][CH2:22][O:23][C:24]2[CH:25]=[CH:26][CH:27]=[CH:28][C:29]=2[CH2:30][C:31]2[S:43][C:34]3=[N:33][CH:32]=2)[CH2:16][CH2:15]1)[C:7]([O:9]CC)=[O:8])([CH3:4])([CH3:3])[CH3:2].[OH-].[Na+]. Product: [C:1]([O:5][C@@H:6]([C:12]1[C:40]([CH3:41])=[N:39][C:38]2=[CH:42][C:35]3=[N:36][N:37]2[C:13]=1[N:14]1[CH2:15][CH2:16][C:17]([CH3:46])([O:18][CH2:19][CH:20]=[CH:21][CH2:22][O:23][C:24]2[CH:25]=[CH:26][CH:27]=[CH:28][C:29]=2[CH2:30][C:31]2[S:43][C:34]3=[N:33][CH:32]=2)[CH2:44][CH2:45]1)[C:7]([OH:9])=[O:8])([CH3:4])([CH3:2])[CH3:3]. (2) Reactant: [Cl:1][C:2]1[CH:3]=[C:4]([C:12]2[S:16][C:15]([C:17]3[C:18]([CH2:32][CH3:33])=[C:19]([CH2:23][N:24]4[CH2:27][CH:26]([C:28]([O:30]C)=[O:29])[CH2:25]4)[CH:20]=[CH:21][CH:22]=3)=[N:14][N:13]=2)[CH:5]=[CH:6][C:7]=1[O:8][CH:9]([CH3:11])[CH3:10].[OH-].[Na+].Cl. Product: [Cl:1][C:2]1[CH:3]=[C:4]([C:12]2[S:16][C:15]([C:17]3[C:18]([CH2:32][CH3:33])=[C:19]([CH2:23][N:24]4[CH2:25][CH:26]([C:28]([OH:30])=[O:29])[CH2:27]4)[CH:20]=[CH:21][CH:22]=3)=[N:14][N:13]=2)[CH:5]=[CH:6][C:7]=1[O:8][CH:9]([CH3:11])[CH3:10]. The catalyst class is: 252. (3) Reactant: [CH3:1][N:2]([CH3:60])[C:3]1[CH:4]=[C:5]2[C:9](=[CH:10][CH:11]=1)[CH2:8][N:7]([C:12]([O:14][C@H:15]1[CH2:36][N:35]3[C@H:17]([C:18](=[O:59])[NH:19][C@@:20]4([CH2:56][C@H:55]4[CH:57]=[CH2:58])[C:21](=[O:54])[NH:22][S:23](=[O:53])(=[O:52])[N:24]([CH3:51])[CH2:25][CH2:26][CH2:27][CH2:28][CH2:29][CH2:30][CH2:31][CH2:32][C@H:33]([NH:38]S(C4C=CC=CC=4[N+]([O-])=O)(=O)=O)[C:34]3=[O:37])[CH2:16]1)=[O:13])[CH2:6]2.SCCO.C1CCN2C(=NCCC2)CC1. Product: [CH3:60][N:2]([CH3:1])[C:3]1[CH:4]=[C:5]2[C:9](=[CH:10][CH:11]=1)[CH2:8][N:7]([C:12]([O:14][C@H:15]1[CH2:36][N:35]3[C@H:17]([C:18](=[O:59])[NH:19][C@@:20]4([CH2:56][C@H:55]4[CH:57]=[CH2:58])[C:21](=[O:54])[NH:22][S:23](=[O:53])(=[O:52])[N:24]([CH3:51])[CH2:25][CH2:26][CH2:27][CH2:28][CH2:29][CH2:30][CH2:31][CH2:32][C@H:33]([NH2:38])[C:34]3=[O:37])[CH2:16]1)=[O:13])[CH2:6]2. The catalyst class is: 10. (4) Reactant: [C:1]([C:4]1[CH:8]=[C:7]([C:9]([O:11][CH2:12][CH3:13])=[O:10])[NH:6][N:5]=1)(=[O:3])[CH3:2].[Cl:14][C:15]1[CH:16]=[CH:17][C:18]([CH3:24])=[C:19](B(O)O)[CH:20]=1.N1C=CC=CC=1. Product: [C:1]([C:4]1[CH:8]=[C:7]([C:9]([O:11][CH2:12][CH3:13])=[O:10])[N:6]([C:17]2[CH:16]=[C:15]([Cl:14])[CH:20]=[CH:19][C:18]=2[CH3:24])[N:5]=1)(=[O:3])[CH3:2]. The catalyst class is: 302. (5) Reactant: Cl[C:2]1[CH:3]=[C:4]2[C:13](=[CH:14][N:15]=1)[C:12]1[N:8]([CH:9]=[C:10]([C:16]3[N:20]([CH:21]([CH3:23])[CH3:22])[N:19]=[CH:18][N:17]=3)[N:11]=1)[CH2:7][CH2:6][O:5]2.[NH:24]1[CH2:28][CH2:27][CH2:26][CH:25]1[CH2:29][OH:30]. Product: [CH3:22][CH:21]([N:20]1[C:16]([C:10]2[N:11]=[C:12]3[N:8]([CH:9]=2)[CH2:7][CH2:6][O:5][C:4]2[C:13]3=[CH:14][N:15]=[C:2]([N:24]3[CH2:28][CH2:27][CH2:26][CH:25]3[CH2:29][OH:30])[CH:3]=2)=[N:17][CH:18]=[N:19]1)[CH3:23]. The catalyst class is: 6. (6) Reactant: [CH3:1][C:2]1([CH3:18])[CH2:7][CH2:6][CH2:5][CH:4]([S:8][CH2:9][C:10]2[CH:17]=[CH:16][C:13]([C:14]#[N:15])=[CH:12][CH:11]=2)[CH2:3]1.N. Product: [CH3:1][C:2]1([CH3:18])[CH2:7][CH2:6][CH2:5][CH:4]([S:8][CH2:9][C:10]2[CH:17]=[CH:16][C:13]([CH2:14][NH2:15])=[CH:12][CH:11]=2)[CH2:3]1. The catalyst class is: 470. (7) Reactant: Cl.[Cl:2][C:3]1[S:10][CH:9]2[CH:5]([NH:6][C:7]([C:11](N[C@@H]3CC4C(=CC=CC=4)[C@H]3NC)=[O:12])=[CH:8]2)[C:4]=1[Cl:25].[K+].CC1(C)O[C@@H](C([O-])=O)C[O:29]1.CCN(C(C)C)C(C)C.C1C=CC2N(O)N=NC=2C=1.CCN=C=NCCCN(C)C. Product: [C:11]([C:7]1[NH:6][C:5]2[C:4]([Cl:25])=[C:3]([Cl:2])[S:10][C:9]=2[CH:8]=1)([OH:12])=[O:29]. The catalyst class is: 287.